Task: Predict the product of the given reaction.. Dataset: Forward reaction prediction with 1.9M reactions from USPTO patents (1976-2016) (1) The product is: [Br:12][C:10]1[CH:11]=[C:2]([NH:1][CH2:14][CH3:15])[C:3]([CH3:13])=[C:4]([CH:9]=1)[C:5]([O:7][CH3:8])=[O:6]. Given the reactants [NH2:1][C:2]1[C:3]([CH3:13])=[C:4]([CH:9]=[C:10]([Br:12])[CH:11]=1)[C:5]([O:7][CH3:8])=[O:6].[CH:14](=O)[CH3:15].C(O)(=O)C.C(O[BH-](OC(=O)C)OC(=O)C)(=O)C.[Na+], predict the reaction product. (2) The product is: [CH:1]1([NH:4][C:5]([C:7]2[N:8]=[N:9][N:10]([C:16]3[CH:21]=[CH:20][C:19]([C:22]([NH:24][CH:25]4[CH2:27][CH2:26]4)=[O:23])=[CH:18][CH:17]=3)[C:11]=2[CH2:12][CH2:13][CH2:14][F:41])=[O:6])[CH2:3][CH2:2]1. Given the reactants [CH:1]1([NH:4][C:5]([C:7]2[N:8]=[N:9][N:10]([C:16]3[CH:21]=[CH:20][C:19]([C:22]([NH:24][CH:25]4[CH2:27][CH2:26]4)=[O:23])=[CH:18][CH:17]=3)[C:11]=2[CH2:12][CH2:13][CH2:14]O)=[O:6])[CH2:3][CH2:2]1.C(N(CC)CC)C.CS(Cl)(=O)=O.O.[F-:41].C([N+](CCCC)(CCCC)CCCC)CCC, predict the reaction product. (3) Given the reactants [C:1]([NH:5][C:6]([C:8]1[C:16]2[C:11](=[N:12][CH:13]=[C:14]([C:17]3[C:25]4[C:20](=[CH:21][CH:22]=[C:23]([O:26][CH:27]([F:29])[F:28])[CH:24]=4)[N:19]([CH2:30][CH2:31][CH2:32][N:33]4[CH2:37][CH2:36][C:35]([F:39])([F:38])[CH2:34]4)[N:18]=3)[N:15]=2)[N:10](COCC[Si](C)(C)C)[CH:9]=1)=[O:7])([CH3:4])([CH3:3])[CH3:2].FC(F)(F)C(O)=O, predict the reaction product. The product is: [C:1]([NH:5][C:6]([C:8]1[C:16]2[C:11](=[N:12][CH:13]=[C:14]([C:17]3[C:25]4[C:20](=[CH:21][CH:22]=[C:23]([O:26][CH:27]([F:29])[F:28])[CH:24]=4)[N:19]([CH2:30][CH2:31][CH2:32][N:33]4[CH2:37][CH2:36][C:35]([F:38])([F:39])[CH2:34]4)[N:18]=3)[N:15]=2)[NH:10][CH:9]=1)=[O:7])([CH3:4])([CH3:2])[CH3:3].